The task is: Predict which catalyst facilitates the given reaction.. This data is from Catalyst prediction with 721,799 reactions and 888 catalyst types from USPTO. (1) Reactant: [NH2:1][C:2]1[N:7]=[C:6]([C:8]2[CH:13]=[CH:12][C:11]([CH2:14][C@H:15]([NH:19][C:20]([O:22][C:23]([CH3:26])([CH3:25])[CH3:24])=[O:21])[C:16]([OH:18])=[O:17])=[CH:10][CH:9]=2)[CH:5]=[C:4]([O:27][CH:28]([C:33]2[CH:38]=[CH:37][C:36](Br)=[CH:35][C:34]=2[F:40])[C:29]([F:32])([F:31])[F:30])[N:3]=1.[CH3:41][O:42][C:43]1[CH:44]=[N:45][CH:46]=[C:47](B2OC(C)(C)C(C)(C)O2)[CH:48]=1.C(#N)C.C(=O)([O-])[O-].[Na+].[Na+]. The catalyst class is: 6. Product: [NH2:1][C:2]1[N:7]=[C:6]([C:8]2[CH:13]=[CH:12][C:11]([CH2:14][C@H:15]([NH:19][C:20]([O:22][C:23]([CH3:26])([CH3:25])[CH3:24])=[O:21])[C:16]([OH:18])=[O:17])=[CH:10][CH:9]=2)[CH:5]=[C:4]([O:27][CH:28]([C:33]2[CH:38]=[CH:37][C:36]([C:47]3[CH:46]=[N:45][CH:44]=[C:43]([O:42][CH3:41])[CH:48]=3)=[CH:35][C:34]=2[F:40])[C:29]([F:32])([F:31])[F:30])[N:3]=1. (2) Reactant: [Br:1][C:2]1[CH:19]=[CH:18][C:5]2[C:6]([CH:16]=[CH2:17])(O)[C:7]3[CH:14]=[CH:13][CH:12]=[CH:11][C:8]=3[CH2:9][CH2:10][C:4]=2[CH:3]=1.[BrH:20]. Product: [Br:1][C:2]1[CH:19]=[CH:18][C:5]2[C:6](=[CH:16][CH2:17][Br:20])[C:7]3[CH:14]=[CH:13][CH:12]=[CH:11][C:8]=3[CH2:9][CH2:10][C:4]=2[CH:3]=1. The catalyst class is: 15. (3) Reactant: [CH:1]1([N:5]2[C:9]([NH2:10])=[CH:8][C:7]([CH3:11])=[N:6]2)[CH2:4][CH2:3][CH2:2]1.[CH:12]1([C:15](=O)[CH2:16][C:17](=O)[C:18]([O:20][CH2:21][CH3:22])=[O:19])[CH2:14][CH2:13]1. Product: [CH:1]1([N:5]2[C:9]3[N:10]=[C:15]([CH:12]4[CH2:13][CH2:14]4)[CH:16]=[C:17]([C:18]([O:20][CH2:21][CH3:22])=[O:19])[C:8]=3[C:7]([CH3:11])=[N:6]2)[CH2:2][CH2:3][CH2:4]1. The catalyst class is: 48. (4) Reactant: [H-].[Na+].[N:3]([C@H:6]1[C:14]2[C:9](=[CH:10][CH:11]=[CH:12][CH:13]=2)[C@H:8]([C:15]2[C:23]3[C:18](=[CH:19][C:20]([O:24][CH3:25])=[CH:21][CH:22]=3)[NH:17][CH:16]=2)[CH2:7]1)=[N+:4]=[N-:5].[C:26]1([CH3:36])[CH:31]=[CH:30][C:29]([S:32](Cl)(=[O:34])=[O:33])=[CH:28][CH:27]=1.O. Product: [N:3]([C@H:6]1[C:14]2[C:9](=[CH:10][CH:11]=[CH:12][CH:13]=2)[C@H:8]([C:15]2[C:23]3[C:18](=[CH:19][C:20]([O:24][CH3:25])=[CH:21][CH:22]=3)[N:17]([S:32]([C:29]3[CH:30]=[CH:31][C:26]([CH3:36])=[CH:27][CH:28]=3)(=[O:34])=[O:33])[CH:16]=2)[CH2:7]1)=[N+:4]=[N-:5]. The catalyst class is: 56. (5) Reactant: [F:1][C:2]1[C:7]([CH:8]([OH:19])[C:9]2[C:17]3[C:16]([CH3:18])=[N:15][CH:14]=[N:13][C:12]=3[NH:11][CH:10]=2)=[C:6]([F:20])[CH:5]=[CH:4][C:3]=1[NH:21][S:22]([CH2:25][CH:26]([CH3:28])[CH3:27])(=[O:24])=[O:23].CC(OI1(OC(C)=O)(OC(C)=O)OC(=O)C2C=CC=CC1=2)=O.S([O-])([O-])(=O)=S.[Na+].[Na+].C(=O)(O)[O-].[Na+]. Product: [F:1][C:2]1[C:7]([C:8]([C:9]2[C:17]3[C:16]([CH3:18])=[N:15][CH:14]=[N:13][C:12]=3[NH:11][CH:10]=2)=[O:19])=[C:6]([F:20])[CH:5]=[CH:4][C:3]=1[NH:21][S:22]([CH2:25][CH:26]([CH3:28])[CH3:27])(=[O:24])=[O:23]. The catalyst class is: 7. (6) Reactant: Cl.[Cl:2][C:3]1[CH:4]=[CH:5][C:6]([CH3:12])=[C:7]([CH2:9][CH2:10][NH2:11])[CH:8]=1.C(N(CC)CC)C.Cl[C:21]([O:23][C:24]1[CH:29]=[CH:28][C:27]([N+:30]([O-:32])=[O:31])=[CH:26][CH:25]=1)=[O:22]. Product: [Cl:2][C:3]1[CH:4]=[CH:5][C:6]([CH3:12])=[C:7]([CH:8]=1)[CH2:9][CH2:10][NH:11][C:21](=[O:22])[O:23][C:24]1[CH:25]=[CH:26][C:27]([N+:30]([O-:32])=[O:31])=[CH:28][CH:29]=1. The catalyst class is: 3.